This data is from Catalyst prediction with 721,799 reactions and 888 catalyst types from USPTO. The task is: Predict which catalyst facilitates the given reaction. (1) Reactant: [F:1][C:2]1[C:10]([F:11])=[C:9]2[C:5]([C:6]([NH:20][C:21]([N:23]3[CH2:27][CH2:26][CH2:25][CH2:24]3)=[O:22])=[N:7][N:8]2COCC[Si](C)(C)C)=[CH:4][C:3]=1[C:28]1[CH:33]=[CH:32][CH:31]=[CH:30][CH:29]=1.Cl. Product: [F:1][C:2]1[C:10]([F:11])=[C:9]2[C:5]([C:6]([NH:20][C:21]([N:23]3[CH2:24][CH2:25][CH2:26][CH2:27]3)=[O:22])=[N:7][NH:8]2)=[CH:4][C:3]=1[C:28]1[CH:33]=[CH:32][CH:31]=[CH:30][CH:29]=1. The catalyst class is: 5. (2) Reactant: [O:1]1[CH2:6][CH2:5][NH:4][C:3]2[CH:7]=[N:8][CH:9]=[CH:10][C:2]1=2.[Br:11][C:12]1[CH:13]=[C:14]([CH:18]=[C:19]([Br:23])[C:20]=1[O:21][CH3:22])[C:15](Cl)=[O:16].C(N(CC)CC)C.Cl. Product: [Br:11][C:12]1[CH:13]=[C:14]([C:15]([N:4]2[CH2:5][CH2:6][O:1][C:2]3[CH:10]=[CH:9][N:8]=[CH:7][C:3]2=3)=[O:16])[CH:18]=[C:19]([Br:23])[C:20]=1[O:21][CH3:22]. The catalyst class is: 4. (3) Reactant: [OH:1][C:2]1[CH:3]=[C:4]([CH:7]=[CH:8][C:9]=1[O:10][CH3:11])[CH:5]=[O:6].C(=O)([O-])[O-].[K+].[K+].Br[CH2:19][CH2:20][F:21].[Cl-].[Na+]. Product: [F:21][CH2:20][CH2:19][O:1][C:2]1[CH:3]=[C:4]([CH:7]=[CH:8][C:9]=1[O:10][CH3:11])[CH:5]=[O:6]. The catalyst class is: 3. (4) Reactant: [CH3:1][C:2]1[CH:10]=[C:9]([C:11]2[CH2:15][C:14]([C:20]3[CH:25]=[C:24]([Cl:26])[C:23]([Cl:27])=[C:22]([Cl:28])[CH:21]=3)([C:16]([F:19])([F:18])[F:17])[O:13][N:12]=2)[CH:8]=[CH:7][C:3]=1[C:4]([OH:6])=O.CN(C(ON1N=NC2C=CC=NC1=2)=[N+](C)C)C.F[P-](F)(F)(F)(F)F.Cl.[NH2:54][CH2:55][C:56]1[CH:67]=[CH:66][C:59]2[B:60]([OH:65])[O:61][C:62]([CH3:64])([CH3:63])[C:58]=2[CH:57]=1.Cl. Product: [OH:65][B:60]1[C:59]2[CH:66]=[CH:67][C:56]([CH2:55][NH:54][C:4](=[O:6])[C:3]3[CH:7]=[CH:8][C:9]([C:11]4[CH2:15][C:14]([C:20]5[CH:21]=[C:22]([Cl:28])[C:23]([Cl:27])=[C:24]([Cl:26])[CH:25]=5)([C:16]([F:18])([F:17])[F:19])[O:13][N:12]=4)=[CH:10][C:2]=3[CH3:1])=[CH:57][C:58]=2[C:62]([CH3:64])([CH3:63])[O:61]1. The catalyst class is: 23.